Dataset: Reaction yield outcomes from USPTO patents with 853,638 reactions. Task: Predict the reaction yield, written as a fraction of the theoretical maximum amount of product (1.0 means a 100% yield; for example, 0.34 means a 34% yield). (1) The reactants are Br[C:2]1[N:3]=[C:4]([NH:23][CH2:24][CH:25]([CH3:27])[CH3:26])[C:5]2[N:6]([C:8]([C:11]3[CH:22]=[CH:21][C:14]([C:15]([NH:17][CH:18]4[CH2:20][CH2:19]4)=[O:16])=[CH:13][CH:12]=3)=[CH:9][N:10]=2)[CH:7]=1.[CH:28]([C:30]1[CH:35]=[CH:34][C:33](B(O)O)=[CH:32][CH:31]=1)=[CH2:29].C(=O)([O-])[O-].[K+].[K+]. The catalyst is C1(C=CC=CC=1)[P](C1C=CC=CC=1)(C1C=CC=CC=1)[Pd][P](C1C=CC=CC=1)(C1C=CC=CC=1)C1C=CC=CC=1.C1(P(C2C=CC=CC=2)C2C=CC=CC=2)C=CC=CC=1.O. The product is [CH:18]1([NH:17][C:15](=[O:16])[C:14]2[CH:21]=[CH:22][C:11]([C:8]3[N:6]4[CH:7]=[C:2]([C:33]5[CH:34]=[CH:35][C:30]([CH:28]=[CH2:29])=[CH:31][CH:32]=5)[N:3]=[C:4]([NH:23][CH2:24][CH:25]([CH3:27])[CH3:26])[C:5]4=[N:10][CH:9]=3)=[CH:12][CH:13]=2)[CH2:20][CH2:19]1. The yield is 0.970. (2) The reactants are [ClH:1].O[CH:3]([C:23]1[CH:24]=[CH:25][C:26]2[O:31][CH2:30][C:29](=[O:32])[NH:28][C:27]=2[CH:33]=1)[CH2:4][CH2:5][N:6]1[CH2:11][CH2:10][N:9]([C:12]2[CH:21]=[CH:20][CH:19]=[C:18]3[C:13]=2[CH:14]=[CH:15][C:16]([CH3:22])=[N:17]3)[CH2:8][CH2:7]1.C1(C)C=CC(S(O)(=O)=O)=CC=1. The catalyst is C1(C)C=CC=CC=1. The product is [ClH:1].[CH3:22][C:16]1[CH:15]=[CH:14][C:13]2[C:18](=[CH:19][CH:20]=[CH:21][C:12]=2[N:9]2[CH2:8][CH2:7][N:6]([CH2:5]/[CH:4]=[CH:3]/[C:23]3[CH:24]=[CH:25][C:26]4[O:31][CH2:30][C:29](=[O:32])[NH:28][C:27]=4[CH:33]=3)[CH2:11][CH2:10]2)[N:17]=1. The yield is 0.420. (3) The reactants are [S:1]1[CH:5]=[C:4]([C:6]2[CH:13]=[CH:12][C:9]([CH:10]=[O:11])=[CH:8][CH:7]=2)[N:3]=[CH:2]1.S1C=CN=C1C1C=CC(C=O)=CC=1. No catalyst specified. The product is [S:1]1[CH:5]=[C:4]([C:6]2[CH:7]=[CH:8][C:9]([CH2:10][OH:11])=[CH:12][CH:13]=2)[N:3]=[CH:2]1. The yield is 0.830. (4) The product is [CH3:1][O:2][C:3](=[O:18])[CH:4]([C:11]1[CH:16]=[CH:15][C:14]([C:23]#[C:22][CH2:21][CH:20]([OH:24])[CH3:19])=[CH:13][CH:12]=1)[CH2:5][CH:6]1[CH2:10][CH2:9][CH2:8][CH2:7]1. The catalyst is CN(C)C=O.C1C=CC(P(C2C=CC=CC=2)C2C=CC=CC=2)=CC=1.C1C=CC(P(C2C=CC=CC=2)C2C=CC=CC=2)=CC=1.Cl[Pd]Cl.C(N(CC)CC)C.[I-]. The yield is 0.920. The reactants are [CH3:1][O:2][C:3](=[O:18])[CH:4]([C:11]1[CH:16]=[CH:15][C:14](I)=[CH:13][CH:12]=1)[CH2:5][CH:6]1[CH2:10][CH2:9][CH2:8][CH2:7]1.[CH3:19][CH:20]([OH:24])[CH2:21][C:22]#[CH:23]. (5) The reactants are [C:1]1([CH2:7][CH:8]([P:18](=[O:21])([OH:20])[OH:19])[NH:9][S:10]([C:13]2[S:14][CH:15]=[CH:16][CH:17]=2)(=[O:12])=[O:11])[CH:6]=[CH:5][CH:4]=[CH:3][CH:2]=1.[Cl:22][C:23]1[C:28](O)=[CH:27][CH:26]=[CH:25][N:24]=1.ClC(Cl)(Cl)C#N. The catalyst is N1C=CC=CC=1. The product is [NH4+:9].[Cl:22][C:23]1[C:28]([O:21][P:18]([CH:8]([NH:9][S:10]([C:13]2[S:14][CH:15]=[CH:16][CH:17]=2)(=[O:11])=[O:12])[CH2:7][C:1]2[CH:6]=[CH:5][CH:4]=[CH:3][CH:2]=2)(=[O:19])[O-:20])=[CH:27][CH:26]=[CH:25][N:24]=1. The yield is 0.540. (6) The reactants are C([N:8]1[CH2:13][CH2:12][CH2:11][C:10](=[O:14])[CH2:9]1)(OC(C)(C)C)=O.[CH3:15]S(O)(=O)=O.[C:20](=[O:23])([O-])[O-].[Na+].[Na+]. The catalyst is CO.C1(C)C=CC=CC=1. The product is [CH3:20][O:23][C:10]1([O:14][CH3:15])[CH2:11][CH2:12][CH2:13][NH:8][CH2:9]1. The yield is 0.420.